Dataset: Peptide-MHC class I binding affinity with 185,985 pairs from IEDB/IMGT. Task: Regression. Given a peptide amino acid sequence and an MHC pseudo amino acid sequence, predict their binding affinity value. This is MHC class I binding data. (1) The peptide sequence is LFQPLHTVM. The MHC is HLA-B39:01 with pseudo-sequence HLA-B39:01. The binding affinity (normalized) is 0.213. (2) The peptide sequence is LEKWNLGII. The MHC is HLA-A69:01 with pseudo-sequence HLA-A69:01. The binding affinity (normalized) is 0.0847.